Dataset: Forward reaction prediction with 1.9M reactions from USPTO patents (1976-2016). Task: Predict the product of the given reaction. Given the reactants [Cl:1][C:2]1[C:6]2=[N:7][CH:8]=[C:9]([C:11]([OH:13])=[O:12])[CH:10]=[C:5]2[N:4]([CH2:14][C:15]2[C:20]([Cl:21])=[CH:19][CH:18]=[CH:17][C:16]=2[Cl:22])[N:3]=1.[OH-].[K+:24], predict the reaction product. The product is: [Cl:1][C:2]1[C:6]2=[N:7][CH:8]=[C:9]([C:11]([O-:13])=[O:12])[CH:10]=[C:5]2[N:4]([CH2:14][C:15]2[C:16]([Cl:22])=[CH:17][CH:18]=[CH:19][C:20]=2[Cl:21])[N:3]=1.[K+:24].